From a dataset of Aqueous solubility values for 9,982 compounds from the AqSolDB database. Regression/Classification. Given a drug SMILES string, predict its absorption, distribution, metabolism, or excretion properties. Task type varies by dataset: regression for continuous measurements (e.g., permeability, clearance, half-life) or binary classification for categorical outcomes (e.g., BBB penetration, CYP inhibition). For this dataset (solubility_aqsoldb), we predict Y. (1) The Y is -7.06 log mol/L. The drug is Clc1cc(Cl)c(Oc2ccccc2)c(Cl)c1Cl. (2) The molecule is Clc1cccc(Oc2ccc(Cl)c(Cl)c2)c1. The Y is -5.44 log mol/L. (3) The drug is CC(C)[C@@H]1CC[C@@H](C)CC1=O. The Y is -2.49 log mol/L. (4) The compound is Nc1ccc(S(=O)(=O)Nc2ncc3c(n2)CCCC3)cc1. The Y is -3.65 log mol/L. (5) The compound is FC(F)(F)C1(F)C(F)(F)C(F)(F)C(F)(F)C(F)(C(F)(F)F)C1(F)F. The Y is -7.60 log mol/L. (6) The drug is COc1ccc2[nH]c(S(=O)Cc3ncc(C)c(OC)c3C)nc2c1. The Y is -4.28 log mol/L. (7) The compound is Cc1ccc(OCC(=O)O)cc1. The Y is -2.14 log mol/L. (8) The compound is O=S(=O)([O-])c1cc(Nc2nc(Nc3ccccc3)nc(Nc3ccccc3)n2)ccc1/C=C/c1ccc(Nc2nc(Nc3ccccc3)nc(Nc3ccccc3)n2)cc1S(=O)(=O)[O-].[Na+].[Na+]. The Y is -3.83 log mol/L. (9) The Y is -4.70 log mol/L. The compound is CCCCCN1C(=O)CCC(N2C(=O)c3ccccc3C2=O)C1=O. (10) The compound is CCCCCCCCCCCC(=O)N[C@@H](CCCNC(=N)N)C(=O)OCC.Cl. The Y is -0.232 log mol/L.